This data is from Full USPTO retrosynthesis dataset with 1.9M reactions from patents (1976-2016). The task is: Predict the reactants needed to synthesize the given product. (1) Given the product [F:1][C:2]1[CH:3]=[C:4]2[C:8](=[CH:9][C:10]=1[F:11])[NH:7][C:6](=[O:12])/[C:5]/2=[C:13]1\[CH:14]=[C:15]([C:20]2[CH:21]=[CH:22][C:23]([C:24]([N:30]([CH2:31][CH:32]([OH:35])[CH2:33][OH:34])[CH3:29])=[O:26])=[CH:27][CH:28]=2)[C:16]([CH3:19])([CH3:18])[O:17]\1, predict the reactants needed to synthesize it. The reactants are: [F:1][C:2]1[CH:3]=[C:4]2[C:8](=[CH:9][C:10]=1[F:11])[NH:7][C:6](=[O:12])/[C:5]/2=[C:13]1\[CH:14]=[C:15]([C:20]2[CH:28]=[CH:27][C:23]([C:24]([OH:26])=O)=[CH:22][CH:21]=2)[C:16]([CH3:19])([CH3:18])[O:17]\1.[CH3:29][NH:30][CH2:31][CH:32]([OH:35])[CH2:33][OH:34].F[P-](F)(F)(F)(F)F.N1(OC(N(C)C)=[N+](C)C)C2C=CC=CC=2N=N1.C(N(C(C)C)CC)(C)C. (2) The reactants are: [CH2:1]([O:3][C@@H:4]([CH2:10][C:11]1[CH:16]=[CH:15][C:14]([O:17][CH2:18]/[CH:19]=[C:20](/[C:22]2[CH:27]=[CH:26][C:25]([C:28]3[CH:33]=[CH:32][C:31]([F:34])=[CH:30][CH:29]=3)=[CH:24][CH:23]=2)\[CH3:21])=[CH:13][CH:12]=1)[C:5]([O:7]CC)=[O:6])[CH3:2].[OH-].[Na+]. Given the product [CH2:1]([O:3][C@@H:4]([CH2:10][C:11]1[CH:16]=[CH:15][C:14]([O:17][CH2:18]/[CH:19]=[C:20](/[C:22]2[CH:27]=[CH:26][C:25]([C:28]3[CH:29]=[CH:30][C:31]([F:34])=[CH:32][CH:33]=3)=[CH:24][CH:23]=2)\[CH3:21])=[CH:13][CH:12]=1)[C:5]([OH:7])=[O:6])[CH3:2], predict the reactants needed to synthesize it. (3) Given the product [F:21][C:22]1[CH:23]=[C:24](/[CH:39]=[CH:40]/[O:41][CH3:42])[C:25]([O:37][CH3:38])=[C:26]([C:2]2[S:3][C:4]([C:7]3[CH:12]=[CH:11][C:10]([O:13][CH:14]([CH3:16])[CH3:15])=[C:9]([C:17]([F:20])([F:19])[F:18])[CH:8]=3)=[N:5][N:6]=2)[CH:27]=1, predict the reactants needed to synthesize it. The reactants are: Br[C:2]1[S:3][C:4]([C:7]2[CH:12]=[CH:11][C:10]([O:13][CH:14]([CH3:16])[CH3:15])=[C:9]([C:17]([F:20])([F:19])[F:18])[CH:8]=2)=[N:5][N:6]=1.[F:21][C:22]1[CH:23]=[C:24](/[CH:39]=[CH:40]/[O:41][CH3:42])[C:25]([O:37][CH3:38])=[C:26](B2OC(C)(C)C(C)(C)O2)[CH:27]=1.P([O-])([O-])([O-])=O.[K+].[K+].[K+].